Task: Predict the product of the given reaction.. Dataset: Forward reaction prediction with 1.9M reactions from USPTO patents (1976-2016) (1) Given the reactants [F:1][C:2]1[C:3]([O:20][CH3:21])=[C:4]([C@H:8]([CH2:18][CH3:19])[CH2:9][C@:10]([OH:17])([C:13]([F:16])([F:15])[F:14])[CH:11]=O)[CH:5]=[CH:6][CH:7]=1.[NH2:22][C:23]1[CH:32]=[CH:31][C:30]([F:33])=[C:29]2[C:24]=1[CH:25]=[N:26][C:27]([CH3:34])=[N:28]2, predict the reaction product. The product is: [F:1][C:2]1[C:3]([O:20][CH3:21])=[C:4]([C@@H:8]([CH2:18][CH3:19])[CH2:9][C@@:10]([C:13]([F:14])([F:15])[F:16])([OH:17])[CH:11]=[N:22][C:23]2[CH:32]=[CH:31][C:30]([F:33])=[C:29]3[C:24]=2[CH:25]=[N:26][C:27]([CH3:34])=[N:28]3)[CH:5]=[CH:6][CH:7]=1. (2) Given the reactants [NH2:1][C:2]1[N:6]([CH:7]2[CH2:12][CH2:11][S:10][CH2:9][CH2:8]2)[N:5]=[C:4]([CH2:13][CH3:14])[C:3]=1[C:15]([O:17]CC)=[O:16].[OH-].[Li+].O, predict the reaction product. The product is: [NH2:1][C:2]1[N:6]([CH:7]2[CH2:12][CH2:11][S:10][CH2:9][CH2:8]2)[N:5]=[C:4]([CH2:13][CH3:14])[C:3]=1[C:15]([OH:17])=[O:16].